This data is from Kir2.1 potassium channel HTS with 301,493 compounds. The task is: Binary Classification. Given a drug SMILES string, predict its activity (active/inactive) in a high-throughput screening assay against a specified biological target. (1) The molecule is S(=O)(=O)(c1cn(c2c(c1=O)cc(cc2)CC)CCC)c1ccccc1. The result is 0 (inactive). (2) The molecule is S1CCN=C1SCC(=O)Nc1ccc(F)cc1. The result is 0 (inactive). (3) The compound is n12c(c(nc1CC)c1ccccc1)cccc2. The result is 0 (inactive). (4) The result is 0 (inactive). The compound is Fc1cc(C(=O)c2n3c(cc2C)cccc3)ccc1. (5) The compound is Clc1c(Cn2c(=O)c3n(c(=S)[nH]c3n(c2=O)C)C)cccc1. The result is 0 (inactive). (6) The molecule is O1c2c(OCC1)ccc(NC(=O)C(=O)c1c3c([nH]c1C)cccc3)c2. The result is 0 (inactive). (7) The drug is s1c2c(n3c(c2)c(=O)n(nc3CC)CC(=O)NCCCN2CCCC2=O)cc1. The result is 0 (inactive).